Dataset: Reaction yield outcomes from USPTO patents with 853,638 reactions. Task: Predict the reaction yield, written as a fraction of the theoretical maximum amount of product (1.0 means a 100% yield; for example, 0.34 means a 34% yield). (1) The reactants are [Br:1][C:2]1[CH:23]=[C:22](/[CH:24]=[CH:25]/[CH:26]([C:31]2[CH:36]=[C:35]([Cl:37])[C:34]([Cl:38])=[C:33]([Cl:39])[CH:32]=2)[C:27]([F:30])([F:29])[F:28])[CH:21]=[CH:20][C:3]=1[C:4]([NH:6][CH:7]1[CH2:12][CH2:11][N:10](C(OC(C)(C)C)=O)[CH2:9][CH2:8]1)=[O:5]. The catalyst is Cl.O1CCOCC1. The product is [Br:1][C:2]1[CH:23]=[C:22](/[CH:24]=[CH:25]/[CH:26]([C:31]2[CH:32]=[C:33]([Cl:39])[C:34]([Cl:38])=[C:35]([Cl:37])[CH:36]=2)[C:27]([F:30])([F:28])[F:29])[CH:21]=[CH:20][C:3]=1[C:4]([NH:6][CH:7]1[CH2:12][CH2:11][NH:10][CH2:9][CH2:8]1)=[O:5]. The yield is 0.880. (2) The reactants are [OH:1][C:2]1[CH:3]=[C:4]2[C:9](=[CH:10][CH:11]=1)[CH:8]=[C:7]([C:12]1[C:20]3[C:15](=[CH:16][CH:17]=[C:18]([C:21]#[N:22])[CH:19]=3)[N:14]([CH:23]3[CH2:28][CH2:27][CH2:26][CH2:25][O:24]3)[N:13]=1)[CH:6]=[CH:5]2.[C:42]1(P([C:42]2[CH:47]=[CH:46][CH:45]=[CH:44][CH:43]=2)[C:42]2[CH:47]=[CH:46][CH:45]=[CH:44][CH:43]=2)[CH:47]=[CH:46][CH:45]=[CH:44][CH:43]=1.CCO[C:51](/[N:53]=N/C(OCC)=O)=O. The catalyst is O1CCCC1. The product is [O:24]1[CH2:25][CH2:26][CH2:27][CH2:28][CH:23]1[N:14]1[C:15]2[C:20](=[CH:19][C:18]([C:21]#[N:22])=[CH:17][CH:16]=2)[C:12]([C:7]2[CH:6]=[CH:5][C:4]3[C:9](=[CH:10][CH:11]=[C:2]([O:1][CH2:42][CH2:47][C:46]4[CH:45]=[CH:44][CH:43]=[CH:51][N:53]=4)[CH:3]=3)[CH:8]=2)=[N:13]1. The yield is 0.540. (3) The reactants are [BH4-].[Na+].[F:3][C:4]1[CH:11]=[CH:10][C:7]([CH:8]=[O:9])=[CH:6][C:5]=1[N+:12]([O-:14])=[O:13].C(OCC)(=O)C. The catalyst is CO.O. The product is [F:3][C:4]1[CH:11]=[CH:10][C:7]([CH2:8][OH:9])=[CH:6][C:5]=1[N+:12]([O-:14])=[O:13]. The yield is 0.950.